This data is from Full USPTO retrosynthesis dataset with 1.9M reactions from patents (1976-2016). The task is: Predict the reactants needed to synthesize the given product. (1) The reactants are: [O:1]=[C:2]([NH:9][CH:10]1[CH2:14][CH2:13][N:12]([C:15]([N:17]2[CH2:32][CH2:31][C:20]3([CH2:24][N:23]([C:25]4[CH:30]=[CH:29][N:28]=[CH:27][CH:26]=4)[CH2:22][CH2:21]3)[CH2:19][CH2:18]2)=[O:16])[CH2:11]1)[CH2:3][C:4]([O:6]CC)=[O:5].[Li+].[OH-].Cl. Given the product [O:1]=[C:2]([NH:9][CH:10]1[CH2:14][CH2:13][N:12]([C:15]([N:17]2[CH2:32][CH2:31][C:20]3([CH2:24][N:23]([C:25]4[CH:30]=[CH:29][N:28]=[CH:27][CH:26]=4)[CH2:22][CH2:21]3)[CH2:19][CH2:18]2)=[O:16])[CH2:11]1)[CH2:3][C:4]([OH:6])=[O:5], predict the reactants needed to synthesize it. (2) Given the product [F:1][C:2]1[CH:3]=[C:4]([CH:10]([C:11]2[NH:34][C:14]([C:16]3[CH:21]=[CH:20][CH:19]=[CH:18][N:17]=3)=[CH:13][CH:12]=2)[CH2:23][CH:24]2[CH2:29][CH2:28][O:27][CH2:26][CH2:25]2)[CH:5]=[CH:6][C:7]=1[S:8][CH3:9], predict the reactants needed to synthesize it. The reactants are: [F:1][C:2]1[CH:3]=[C:4]([CH:10]([CH2:23][CH:24]2[CH2:29][CH2:28][O:27][CH2:26][CH2:25]2)[C:11](=O)[CH2:12][CH2:13][C:14]([C:16]2[CH:21]=[CH:20][CH:19]=[CH:18][N:17]=2)=O)[CH:5]=[CH:6][C:7]=1[S:8][CH3:9].C([O-])(=O)C.[NH4+:34].C(=O)([O-])O.[Na+]. (3) Given the product [C:1]([O:5][C:6]([N:8]1[CH2:13][CH2:12][CH:11]([O:14][S:21]([C:18]2[CH:19]=[CH:20][C:15]([CH3:25])=[CH:16][CH:17]=2)(=[O:23])=[O:22])[CH2:10][CH2:9]1)=[O:7])([CH3:4])([CH3:2])[CH3:3], predict the reactants needed to synthesize it. The reactants are: [C:1]([O:5][C:6]([N:8]1[CH2:13][CH2:12][CH:11]([OH:14])[CH2:10][CH2:9]1)=[O:7])([CH3:4])([CH3:3])[CH3:2].[C:15]1([CH3:25])[CH:20]=[CH:19][C:18]([S:21](Cl)(=[O:23])=[O:22])=[CH:17][CH:16]=1.C(N(CC)CC)C.O. (4) Given the product [Cl:15][C:16]1[CH:42]=[CH:41][CH:40]=[C:39]([F:43])[C:17]=1[CH2:18][N:19]1[C:24]2[CH:25]=[CH:26][CH:27]=[CH:28][C:23]=2[S:22](=[O:30])(=[O:29])[N:21]([CH2:2][CH:3]2[CH2:8][CH2:7][O:6][CH2:5][CH2:4]2)[C:20]1=[O:38], predict the reactants needed to synthesize it. The reactants are: Br[CH2:2][CH:3]1[CH2:8][CH2:7][O:6][CH2:5][CH2:4]1.C([O-])([O-])=O.[K+].[K+].[Cl:15][C:16]1[CH:42]=[CH:41][CH:40]=[C:39]([F:43])[C:17]=1[CH2:18][N:19]1[C:24]2[CH:25]=[CH:26][CH:27]=[CH:28][C:23]=2[S:22](=[O:30])(=[O:29])[N:21](CC2C=CC=CN=2)[C:20]1=[O:38].